Dataset: Full USPTO retrosynthesis dataset with 1.9M reactions from patents (1976-2016). Task: Predict the reactants needed to synthesize the given product. (1) Given the product [N:2]1([CH2:7][C:8]2[S:12][C:11]([NH2:13])=[N:10][CH:9]=2)[CH2:3][CH2:4][CH2:5][CH2:6]1.[ClH:1].[N:2]1([CH2:7][C:8]2[S:12][C:11]([NH2:13])=[N:10][CH:9]=2)[CH2:3][CH2:4][CH2:5][CH2:6]1, predict the reactants needed to synthesize it. The reactants are: [ClH:1].[N:2]1([CH2:7][C:8]2[S:12][C:11]([NH2:13])=[N:10][CH:9]=2)[CH2:6][CH2:5][CH2:4][CH2:3]1. (2) Given the product [OH:2][C:3]1[CH:8]=[CH:7][C:6]([CH2:9][CH2:10][CH2:11][C:12]2[N:13]=[C:14]([C:17]([OH:19])=[O:18])[NH:15][CH:16]=2)=[CH:5][CH:4]=1, predict the reactants needed to synthesize it. The reactants are: C[O:2][C:3]1[CH:8]=[CH:7][C:6]([CH2:9][CH2:10][CH2:11][C:12]2[N:13]=[C:14]([C:17]([OH:19])=[O:18])[NH:15][CH:16]=2)=[CH:5][CH:4]=1.B(Br)(Br)Br. (3) Given the product [ClH:52].[ClH:52].[CH:30]1([C@H:14]([NH:13][C:11](=[O:12])[C@H:9]([CH3:10])[NH:8][CH3:36])[C:15]([N:17]2[C@H:22]([C:23]([NH:51][C@H:45]3[C:44]4[C:49](=[CH:50][C:41]([F:40])=[CH:42][CH:43]=4)[O:48][CH2:47][CH2:46]3)=[O:25])[CH2:21][N:20]3[CH2:27][CH2:28][CH2:29][C@@H:19]3[CH2:18]2)=[O:16])[CH2:31][CH2:32][CH2:33][CH2:34][CH2:35]1, predict the reactants needed to synthesize it. The reactants are: C(OC([N:8]([CH3:36])[C@H:9]([C:11]([NH:13][C@@H:14]([CH:30]1[CH2:35][CH2:34][CH2:33][CH2:32][CH2:31]1)[C:15]([N:17]1[C@H:22]([C:23]([O:25]C)=O)[CH2:21][N:20]2[CH2:27][CH2:28][CH2:29][C@@H:19]2[CH2:18]1)=[O:16])=[O:12])[CH3:10])=O)(C)(C)C.O.[OH-].[Li+].[F:40][C:41]1[CH:50]=[C:49]2[C:44]([C@H:45]([NH2:51])[CH2:46][CH2:47][O:48]2)=[CH:43][CH:42]=1.[Cl-:52].COC1N=C(OC)N=C([N+]2(C)CCOCC2)N=1.C(OCC)(=O)C.Cl. (4) Given the product [Cl:1][C:2]1[CH:7]=[CH:6][C:5]([C:8]2([C:11]3[C:20]([OH:21])=[C:19]([C:22]([OH:24])=[O:23])[C:18]4[C:13](=[CH:14][CH:15]=[CH:16][CH:17]=4)[N:12]=3)[CH2:9][CH2:10]2)=[CH:4][CH:3]=1, predict the reactants needed to synthesize it. The reactants are: [Cl:1][C:2]1[CH:7]=[CH:6][C:5]([C:8]2([C:11]3[C:20]([OH:21])=[C:19]([C:22]([OH:24])=[O:23])[C:18]4[C:13](=[C:14](OC(F)(F)F)[CH:15]=[CH:16][CH:17]=4)[N:12]=3)[CH2:10][CH2:9]2)=[CH:4][CH:3]=1.N1C2C(=CC=CC=2)C(=O)C1=O.C(OCC(C1(C2C=CC(Cl)=CC=2)CC1)=O)(=O)C.Cl. (5) Given the product [CH2:21]([N:28]1[CH2:33][CH2:32][C@@H:31]([CH3:34])[C@@H:30]([N:35]([CH3:36])[C:2]2[C:3]3[CH:10]=[CH:9][N:8]([S:11]([CH3:14])(=[O:13])=[O:12])[C:4]=3[N:5]=[CH:6][N:7]=2)[CH2:29]1)[C:22]1[CH:23]=[CH:24][CH:25]=[CH:26][CH:27]=1, predict the reactants needed to synthesize it. The reactants are: Cl[C:2]1[C:3]2[CH:10]=[CH:9][N:8]([S:11]([CH3:14])(=[O:13])=[O:12])[C:4]=2[N:5]=[CH:6][N:7]=1.C(=O)([O-])[O-].[K+].[K+].[CH2:21]([N:28]1[CH2:33][CH2:32][C@@H:31]([CH3:34])[C@@H:30]([NH:35][CH3:36])[CH2:29]1)[C:22]1[CH:27]=[CH:26][CH:25]=[CH:24][CH:23]=1. (6) Given the product [CH3:1][CH2:2][CH2:3][CH2:4][C:5]#[C:6][CH2:7][CH2:8][CH2:9][CH2:10][CH2:11][CH2:12][CH2:14][CH2:15][CH2:16][CH3:17], predict the reactants needed to synthesize it. The reactants are: [CH:1]#[C:2][CH2:3][CH2:4][CH2:5][CH2:6][CH2:7][CH2:8][CH2:9][CH2:10][CH2:11][CH3:12].[Li][CH2:14][CH2:15][CH2:16][CH3:17].BrCCCC. (7) Given the product [F:22][C:16]1[CH:17]=[C:18]([F:21])[CH:19]=[CH:20][C:15]=1[C:11]1[N:12]=[N:13][CH:14]=[C:9]([C:4]2[CH:5]=[CH:6][C:7]([F:8])=[C:2]([CH:3]=2)[C:23]#[N:24])[N:10]=1, predict the reactants needed to synthesize it. The reactants are: Br[C:2]1[CH:3]=[C:4]([C:9]2[N:10]=[C:11]([C:15]3[CH:20]=[CH:19][C:18]([F:21])=[CH:17][C:16]=3[F:22])[N:12]=[N:13][CH:14]=2)[CH:5]=[CH:6][C:7]=1[F:8].[CH3:23][N:24](C)C=O. (8) Given the product [S:9]1[CH2:10][CH2:11][CH:6]=[C:7]([C:12]([O:14][CH3:15])=[O:13])[CH2:8]1, predict the reactants needed to synthesize it. The reactants are: CS(O[CH:6]1[CH2:11][CH2:10][S:9][CH2:8][CH:7]1[C:12]([O:14][CH3:15])=[O:13])(=O)=O.C1CCN2C(=NCCC2)CC1. (9) Given the product [CH3:17][O:18][C:19](=[O:51])[C:20]([CH3:50])([O:43][C:44]1[CH:45]=[CH:46][CH:47]=[CH:48][CH:49]=1)[CH2:21][C:22]1[S:23][C:24]([CH2:27][CH2:28][CH2:29][C:30]2[N:31]=[C:32]([C:36]3[CH:37]=[CH:38][CH:39]=[CH:40][CH:41]=3)[O:33][C:34]=2[CH3:35])=[CH:25][CH:26]=1, predict the reactants needed to synthesize it. The reactants are: C([SiH](CC)CC)C.B(F)(F)F.CCOCC.[CH3:17][O:18][C:19](=[O:51])[C:20]([CH3:50])([O:43][C:44]1[CH:49]=[CH:48][CH:47]=[CH:46][CH:45]=1)[CH2:21][C:22]1[S:23][C:24]([CH:27](O)[CH2:28][CH2:29][C:30]2[N:31]=[C:32]([C:36]3[CH:41]=[CH:40][CH:39]=[CH:38][CH:37]=3)[O:33][C:34]=2[CH3:35])=[CH:25][CH:26]=1.B(F)(F)F.